From a dataset of NCI-60 drug combinations with 297,098 pairs across 59 cell lines. Regression. Given two drug SMILES strings and cell line genomic features, predict the synergy score measuring deviation from expected non-interaction effect. (1) Drug 1: CC(C)(C#N)C1=CC(=CC(=C1)CN2C=NC=N2)C(C)(C)C#N. Drug 2: CCCCCOC(=O)NC1=NC(=O)N(C=C1F)C2C(C(C(O2)C)O)O. Cell line: SK-OV-3. Synergy scores: CSS=-3.60, Synergy_ZIP=2.96, Synergy_Bliss=0.0129, Synergy_Loewe=-7.95, Synergy_HSA=-8.74. (2) Drug 1: CCCS(=O)(=O)NC1=C(C(=C(C=C1)F)C(=O)C2=CNC3=C2C=C(C=N3)C4=CC=C(C=C4)Cl)F. Drug 2: COCCOC1=C(C=C2C(=C1)C(=NC=N2)NC3=CC=CC(=C3)C#C)OCCOC.Cl. Cell line: CAKI-1. Synergy scores: CSS=29.6, Synergy_ZIP=-1.14, Synergy_Bliss=1.95, Synergy_Loewe=2.41, Synergy_HSA=4.80.